From a dataset of Retrosynthesis with 50K atom-mapped reactions and 10 reaction types from USPTO. Predict the reactants needed to synthesize the given product. (1) Given the product O=C(O)c1ccc(-c2nn(C(c3ccccc3)(c3ccccc3)c3ccccc3)cc2-c2ccc3ncc(-c4nccs4)n3c2)s1, predict the reactants needed to synthesize it. The reactants are: COC(=O)c1ccc(-c2nn(C(c3ccccc3)(c3ccccc3)c3ccccc3)cc2-c2ccc3ncc(-c4nccs4)n3c2)s1. (2) Given the product Fc1ccc2c(c1)C=Cc1ccccc1C2, predict the reactants needed to synthesize it. The reactants are: O=c1c2ccccc2ccc2cc(F)ccc12. (3) Given the product C=C(C)C(=O)OCCCCCCCCCCc1cc(CCCCCCC)ccc1O, predict the reactants needed to synthesize it. The reactants are: C=C(C)C(=O)Cl.CCCCCCCc1ccc(O)c(CCCCCCCCCCO)c1. (4) Given the product Cc1cc(N)c(NC(=O)CC[C@H](NC(=O)OC(C)(C)C)C(=O)OCc2ccccc2)cc1C, predict the reactants needed to synthesize it. The reactants are: CC(C)(C)OC(=O)N[C@@H](CCC(=O)O)C(=O)OCc1ccccc1.Cc1cc(N)c(N)cc1C. (5) The reactants are: C=CCCBr.Oc1ccc(O)cc1. Given the product C=CCCOc1ccc(O)cc1, predict the reactants needed to synthesize it.